This data is from Catalyst prediction with 721,799 reactions and 888 catalyst types from USPTO. The task is: Predict which catalyst facilitates the given reaction. The catalyst class is: 24. Reactant: C[Si](C)(C)[C:3]#[C:4][C:5]1[CH:6]=[CH:7][C:8]2[S:13][CH2:12][CH2:11][C:10](=[O:14])[C:9]=2[CH:15]=1.C([O-])([O-])=O.[K+].[K+]. Product: [C:4]([C:5]1[CH:6]=[CH:7][C:8]2[S:13][CH2:12][CH2:11][C:10](=[O:14])[C:9]=2[CH:15]=1)#[CH:3].